Task: Regression/Classification. Given a drug SMILES string, predict its absorption, distribution, metabolism, or excretion properties. Task type varies by dataset: regression for continuous measurements (e.g., permeability, clearance, half-life) or binary classification for categorical outcomes (e.g., BBB penetration, CYP inhibition). Dataset: cyp2d6_veith.. Dataset: CYP2D6 inhibition data for predicting drug metabolism from PubChem BioAssay (1) The drug is O=C(O)c1ccccc1/C=N\N=C1c2ccccc2-c2ccccc21. The result is 0 (non-inhibitor). (2) The molecule is Cc1cccc(C(=O)NC2CCN(C(=O)N3CCOCC3)CC2)c1. The result is 0 (non-inhibitor).